Dataset: Catalyst prediction with 721,799 reactions and 888 catalyst types from USPTO. Task: Predict which catalyst facilitates the given reaction. (1) Product: [Br:5][C:6]1[CH:11]=[CH:10][C:9]([CH:12]([C:6]2[CH:11]=[CH:10][C:9]([Cl:1])=[CH:8][CH:7]=2)[CH2:13][NH:14][CH3:15])=[CH:8][CH:7]=1. The catalyst class is: 159. Reactant: [Cl-:1].[Al+3].[Cl-].[Cl-].[Br:5][C:6]1[CH:11]=[CH:10][C:9]([CH:12](O)[CH2:13][NH:14][CH3:15])=[CH:8][CH:7]=1.O. (2) Reactant: [NH2:1][N:2]1[C:7](=[O:8])[C:6]([C:9]2[NH:14][C:13]3[CH:15]=[CH:16][CH:17]=[CH:18][C:12]=3[S:11](=[O:20])(=[O:19])[N:10]=2)=[C:5]([OH:21])[C:4]2[S:22][CH:23]=[CH:24][C:3]1=2.[CH:25](=O)[C:26]1[CH:31]=[CH:30][CH:29]=[N:28][CH:27]=1. Product: [O:19]=[S:11]1(=[O:20])[C:12]2[CH:18]=[CH:17][CH:16]=[CH:15][C:13]=2[NH:14][C:9]([C:6]2[C:7](=[O:8])[N:2]([N:1]=[CH:25][C:26]3[CH:27]=[N:28][CH:29]=[CH:30][CH:31]=3)[C:3]3[CH:24]=[CH:23][S:22][C:4]=3[C:5]=2[OH:21])=[N:10]1. The catalyst class is: 80. (3) Reactant: [Cl:1][C:2]1[CH:25]=[C:24]([Cl:26])[CH:23]=[CH:22][C:3]=1[CH:4]([O:12][CH:13]1[CH2:18][CH2:17][N:16]([C:19](Cl)=[O:20])[CH2:15][CH2:14]1)[C:5]1[CH:10]=[CH:9][C:8]([Cl:11])=[CH:7][CH:6]=1.[CH3:27][NH:28][CH2:29][C:30]1[CH:35]=[CH:34][CH:33]=[CH:32][CH:31]=1. Product: [Cl:1][C:2]1[CH:25]=[C:24]([Cl:26])[CH:23]=[CH:22][C:3]=1[CH:4]([O:12][CH:13]1[CH2:14][CH2:15][N:16]([C:19]([N:28]([CH3:27])[CH2:29][C:30]2[CH:35]=[CH:34][CH:33]=[CH:32][CH:31]=2)=[O:20])[CH2:17][CH2:18]1)[C:5]1[CH:6]=[CH:7][C:8]([Cl:11])=[CH:9][CH:10]=1. The catalyst class is: 4. (4) Reactant: [NH:1]1[CH2:6][CH2:5][CH2:4][CH2:3][C@@H:2]1[C:7]([O:9][CH3:10])=[O:8].C([O-])([O-])=O.[K+].[K+].Br[CH2:18][CH2:19][O:20][C:21]1[CH:26]=[CH:25][CH:24]=[CH:23][CH:22]=1.CCOC(C)=O. Product: [O:20]([CH2:19][CH2:18][N:1]1[CH2:6][CH2:5][CH2:4][CH2:3][C@@H:2]1[C:7]([O:9][CH3:10])=[O:8])[C:21]1[CH:26]=[CH:25][CH:24]=[CH:23][CH:22]=1. The catalyst class is: 3.